This data is from Full USPTO retrosynthesis dataset with 1.9M reactions from patents (1976-2016). The task is: Predict the reactants needed to synthesize the given product. (1) Given the product [CH2:1]([O:8][C:9]1[C:10]([CH3:19])=[C:11]([CH3:18])[C:12]2[O:17][C:20]([CH3:21])([CH3:25])[O:16][CH2:15][C:13]=2[CH:14]=1)[C:2]1[CH:3]=[CH:4][CH:5]=[CH:6][CH:7]=1, predict the reactants needed to synthesize it. The reactants are: [CH2:1]([O:8][C:9]1[CH:14]=[C:13]([CH2:15][OH:16])[C:12]([OH:17])=[C:11]([CH3:18])[C:10]=1[CH3:19])[C:2]1[CH:7]=[CH:6][CH:5]=[CH:4][CH:3]=1.[C:20]1(C)[C:21](S(O)(=O)=O)=CC=C[CH:25]=1. (2) The reactants are: [CH2:1]([N:8]1[C:13](=[O:14])[C:12]2[CH2:15][CH2:16][CH2:17][NH:18][C:11]=2[N:10]=[C:9]1[CH:19]([NH:22][CH2:23][CH2:24][N:25]([CH3:27])[CH3:26])[CH2:20][CH3:21])[C:2]1[CH:7]=[CH:6][CH:5]=[CH:4][CH:3]=1.C(N(CC)C(C)C)(C)C.[Br:37][C:38]1[CH:46]=[CH:45][C:41]([C:42](Cl)=[O:43])=[CH:40][CH:39]=1. Given the product [CH2:1]([N:8]1[C:13](=[O:14])[C:12]2[CH2:15][CH2:16][CH2:17][NH:18][C:11]=2[N:10]=[C:9]1[CH:19]([N:22]([CH2:23][CH2:24][N:25]([CH3:27])[CH3:26])[C:42](=[O:43])[C:41]1[CH:45]=[CH:46][C:38]([Br:37])=[CH:39][CH:40]=1)[CH2:20][CH3:21])[C:2]1[CH:3]=[CH:4][CH:5]=[CH:6][CH:7]=1, predict the reactants needed to synthesize it.